Dataset: Forward reaction prediction with 1.9M reactions from USPTO patents (1976-2016). Task: Predict the product of the given reaction. Given the reactants [N:1]1([S:6]([C:9]2[CH:10]=[C:11]([CH:15]=[CH:16][CH:17]=2)[C:12]([OH:14])=O)(=[O:8])=[O:7])[CH2:5][CH2:4][CH2:3][CH2:2]1.[Br:18][C:19]1[CH:20]=[C:21]([O:26][CH3:27])[C:22]([NH2:25])=[N:23][CH:24]=1, predict the reaction product. The product is: [Br:18][C:19]1[CH:20]=[C:21]([O:26][CH3:27])[C:22]([NH:25][C:12](=[O:14])[C:11]2[CH:15]=[CH:16][CH:17]=[C:9]([S:6]([N:1]3[CH2:2][CH2:3][CH2:4][CH2:5]3)(=[O:7])=[O:8])[CH:10]=2)=[N:23][CH:24]=1.